From a dataset of Full USPTO retrosynthesis dataset with 1.9M reactions from patents (1976-2016). Predict the reactants needed to synthesize the given product. (1) Given the product [Br:1][C:2]1[CH:7]=[C:6]([N+:10]([O-:12])=[O:11])[CH:5]=[C:4]([Br:8])[N+:3]=1[O-:9], predict the reactants needed to synthesize it. The reactants are: [Br:1][C:2]1[CH:7]=[CH:6][CH:5]=[C:4]([Br:8])[N+:3]=1[O-:9].[N+:10]([O-])([OH:12])=[O:11].N. (2) Given the product [CH:5]1([C:8]2[CH:9]=[C:10]([CH:16]=[C:17]([O:20][CH2:2][O:3][CH3:4])[C:18]=2[I:19])[C:11]([O:13][CH2:14][CH3:15])=[O:12])[CH2:7][CH2:6]1, predict the reactants needed to synthesize it. The reactants are: Cl[CH2:2][O:3][CH3:4].[CH:5]1([C:8]2[CH:9]=[C:10]([CH:16]=[C:17]([OH:20])[C:18]=2[I:19])[C:11]([O:13][CH2:14][CH3:15])=[O:12])[CH2:7][CH2:6]1.C(=O)([O-])[O-].[K+].[K+].CN(C=O)C.